From a dataset of Forward reaction prediction with 1.9M reactions from USPTO patents (1976-2016). Predict the product of the given reaction. (1) The product is: [OH:10][C@@H:11]1[O:16][C@H:15]([CH2:17][OH:18])[C@H:14]([OH:19])[C@H:13]([OH:20])[C@H:12]1[OH:21]. Given the reactants C1C=C([N+]([O-])=O)C([O:10][C@@H:11]2[O:16][C@H:15]([CH2:17][OH:18])[C@H:14]([OH:19])[C@H:13]([OH:20])[C@H:12]2[OH:21])=CC=1.C([O-])([O-])=O.[Na+].[Na+], predict the reaction product. (2) The product is: [N:1]1([CH2:7][C:8]2[CH:9]=[C:10]([C:14]3[CH:19]=[CH:18][N:17]=[C:16]4[N:20]=[C:27]([C:26]5[CH:30]=[CH:31][C:23]([C:22]([O:33][CH3:34])=[O:32])=[CH:24][CH:25]=5)[NH:21][C:15]=34)[CH:11]=[CH:12][CH:13]=2)[CH2:6][CH2:5][O:4][CH2:3][CH2:2]1. Given the reactants [N:1]1([CH2:7][C:8]2[CH:9]=[C:10]([C:14]3[CH:19]=[CH:18][N:17]=[C:16]([NH2:20])[C:15]=3[NH2:21])[CH:11]=[CH:12][CH:13]=2)[CH2:6][CH2:5][O:4][CH2:3][CH2:2]1.[C:22]([O:33][CH3:34])(=[O:32])[C:23]1[CH:31]=[CH:30][C:26]([C:27]([O-])=O)=[CH:25][CH:24]=1.CN(C(ON1N=NC2C=CC=CC1=2)=[N+](C)C)C.F[P-](F)(F)(F)(F)F.CCN(C(C)C)C(C)C, predict the reaction product. (3) Given the reactants CC1C=CC(S(O[C@@H:12]2[CH2:16][CH2:15][O:14][CH2:13]2)(=O)=O)=CC=1.[Cl:17][C:18]1[CH:23]=[CH:22][C:21]([C@:24]2([O:33][C@H:32]([CH2:34][OH:35])[C@@H:30]([OH:31])[C@H:28]([OH:29])[C@H:26]2[OH:27])[OH:25])=[CH:20][C:19]=1[CH2:36][C:37]1[CH:42]=[CH:41][C:40]([OH:43])=[CH:39][CH:38]=1.C(=O)([O-])[O-].[Cs+].[Cs+], predict the reaction product. The product is: [Cl:17][C:18]1[CH:23]=[CH:22][C:21]([C@:24]2([O:33][C@H:32]([CH2:34][OH:35])[C@@H:30]([OH:31])[C@H:28]([OH:29])[C@H:26]2[OH:27])[OH:25])=[CH:20][C:19]=1[CH2:36][C:37]1[CH:38]=[CH:39][C:40]([O:43][C@H:12]2[CH2:16][CH2:15][O:14][CH2:13]2)=[CH:41][CH:42]=1. (4) Given the reactants [CH3:1][O:2][C:3]1[CH:11]=[C:10]([Br:12])[CH:9]=[CH:8][C:4]=1[C:5]([OH:7])=O.CN1CCOCC1.CN(C(ON1N=NC2C=CC=NC1=2)=[N+](C)C)C.F[P-](F)(F)(F)(F)F.[C:44]([N:51]1[CH2:56][CH2:55][NH:54][CH2:53][CH2:52]1)([O:46][C:47]([CH3:50])([CH3:49])[CH3:48])=[O:45], predict the reaction product. The product is: [Br:12][C:10]1[CH:9]=[CH:8][C:4]([C:5]([N:54]2[CH2:53][CH2:52][N:51]([C:44]([O:46][C:47]([CH3:50])([CH3:49])[CH3:48])=[O:45])[CH2:56][CH2:55]2)=[O:7])=[C:3]([O:2][CH3:1])[CH:11]=1.